From a dataset of Reaction yield outcomes from USPTO patents with 853,638 reactions. Predict the reaction yield, written as a fraction of the theoretical maximum amount of product (1.0 means a 100% yield; for example, 0.34 means a 34% yield). (1) The reactants are [OH:1][CH2:2][CH2:3][C:4]#[C:5][C:6]1[CH:11]=[CH:10][C:9]([CH2:12][C:13]([O:15][CH3:16])=[O:14])=[CH:8][CH:7]=1.[H][H]. The catalyst is CO.C(OCC)(=O)C.[Pd]. The product is [OH:1][CH2:2][CH2:3][CH2:4][CH2:5][C:6]1[CH:7]=[CH:8][C:9]([CH2:12][C:13]([O:15][CH3:16])=[O:14])=[CH:10][CH:11]=1. The yield is 0.940. (2) The reactants are [O:1]=[C:2]([CH:10]1[CH2:15][CH2:14][CH:13]([O:16][CH:17]2[CH2:22][CH2:21][CH2:20][CH2:19][O:18]2)[CH2:12][CH2:11]1)[CH2:3]P(=O)(OC)OC.C(=O)([O-])[O-].[K+].[K+].[Br:29][C:30]1[CH:37]=[CH:36][C:33]([CH:34]=O)=[CH:32][CH:31]=1. The catalyst is C(O)C. The product is [Br:29][C:30]1[CH:37]=[CH:36][C:33](/[CH:34]=[CH:3]/[C:2]([C@H:10]2[CH2:11][CH2:12][C@H:13]([O:16][CH:17]3[CH2:22][CH2:21][CH2:20][CH2:19][O:18]3)[CH2:14][CH2:15]2)=[O:1])=[CH:32][CH:31]=1. The yield is 0.330.